This data is from CYP2C19 inhibition data for predicting drug metabolism from PubChem BioAssay. The task is: Regression/Classification. Given a drug SMILES string, predict its absorption, distribution, metabolism, or excretion properties. Task type varies by dataset: regression for continuous measurements (e.g., permeability, clearance, half-life) or binary classification for categorical outcomes (e.g., BBB penetration, CYP inhibition). Dataset: cyp2c19_veith. (1) The molecule is CCOC(=O)NC(=O)CSc1nc2ccc(OCC)cc2[nH]1. The result is 1 (inhibitor). (2) The compound is COCCn1c(=O)c(-c2ccc(Cl)cc2)nc2cnc(OCc3ccccc3)nc21. The result is 0 (non-inhibitor). (3) The drug is OC[C@@H]1CCC[C@H](n2cnc3c(=S)nc[nH]c32)O1. The result is 0 (non-inhibitor). (4) The molecule is CC(=O)OC[C@@H]1O[C@@H](O/N=C2/C[C@@H](O)[C@@H](O)[C@H]3[C@@H]2CC[C@@H]2C(=O)N([C@@H](C)c4ccccc4)C(=O)[C@H]23)[C@H](OC(C)=O)[C@H](OC(C)=O)[C@@H]1OC(C)=O. The result is 0 (non-inhibitor). (5) The drug is ON(CCc1ccccn1)Cc1ccccc1. The result is 0 (non-inhibitor). (6) The drug is NCCS. The result is 0 (non-inhibitor). (7) The compound is CC(=O)OC[C@@H]1O[C@H](C/C=N\OC[C@@H](O)COCc2ccco2)C=C[C@@H]1OC(C)=O. The result is 0 (non-inhibitor). (8) The drug is Cc1cccc(Nc2ccccc2C(=O)O)c1C. The result is 0 (non-inhibitor).